Dataset: Full USPTO retrosynthesis dataset with 1.9M reactions from patents (1976-2016). Task: Predict the reactants needed to synthesize the given product. (1) Given the product [F:1][C:2]1[CH:3]=[CH:4][C:5]([C:8]2[N:12]=[N:11][N:10]([CH3:13])[C:9]=2[CH2:14][O:15][C:16]2[CH:24]=[CH:23][C:19]([C:20]([NH:25][N:26]3[CH2:31][CH2:30][O:29][CH2:28][CH2:27]3)=[O:22])=[CH:18][N:17]=2)=[CH:6][CH:7]=1, predict the reactants needed to synthesize it. The reactants are: [F:1][C:2]1[CH:7]=[CH:6][C:5]([C:8]2[N:12]=[N:11][N:10]([CH3:13])[C:9]=2[CH2:14][O:15][C:16]2[CH:24]=[CH:23][C:19]([C:20]([OH:22])=O)=[CH:18][N:17]=2)=[CH:4][CH:3]=1.[NH2:25][N:26]1[CH2:31][CH2:30][O:29][CH2:28][CH2:27]1. (2) Given the product [NH:2]([C:3]1[S:4][CH:19]=[C:20]([CH2:9][CH2:10][C:11]([OH:13])=[O:12])[N:5]=1)[C:1]([NH2:7])=[NH:6], predict the reactants needed to synthesize it. The reactants are: [C:1]([NH2:7])([NH2:6])=[N:2][C:3]([NH2:5])=[S:4].Br[CH2:9][C:10](=O)[C:11]([O:13]CC)=[O:12].[NH4+].[OH-].[CH3:19][CH2:20]O. (3) Given the product [CH3:11][C:5]1[CH:4]=[C:3]([CH:12]2[CH2:21][CH2:20][C:15]3([O:19][CH2:18][CH2:17][O:16]3)[CH2:14][CH2:13]2)[C:2]([CH3:1])=[CH:7][C:6]=1[NH2:8], predict the reactants needed to synthesize it. The reactants are: [CH3:1][C:2]1[CH:7]=[C:6]([N+:8]([O-])=O)[C:5]([CH3:11])=[CH:4][C:3]=1[CH:12]1[CH2:21][CH2:20][C:15]2([O:19][CH2:18][CH2:17][O:16]2)[CH2:14][CH2:13]1. (4) Given the product [F:51][CH:49]([F:50])[C:32]1[C:33]([F:48])=[C:34]([S:37](=[O:38])(=[O:39])[NH:40][C@@H:41]([CH2:46][CH3:47])[C:42]([F:45])([F:44])[F:43])[CH:35]=[CH:36][C:31]=1[C:5]1[S:4][C:3]([C:2]2[N:1]=[C:20]([CH2:21][C:22]([CH3:27])([CH3:28])[C:23]([O:25][CH3:26])=[O:24])[O:19][N:18]=2)=[N:7][C:6]=1[CH2:8][OH:9], predict the reactants needed to synthesize it. The reactants are: [NH2:1][C:2](=[N:18][O:19][C:20](=O)[CH2:21][C:22]([CH3:28])([CH3:27])[C:23]([O:25][CH3:26])=[O:24])[C:3]1[S:4][CH:5]=[C:6]([CH2:8][O:9]COCC[Si](C)(C)C)[N:7]=1.Br[C:31]1[CH:36]=[CH:35][C:34]([S:37]([NH:40][C@@H:41]([CH2:46][CH3:47])[C:42]([F:45])([F:44])[F:43])(=[O:39])=[O:38])=[C:33]([F:48])[C:32]=1[CH:49]([F:51])[F:50].C([O-])([O-])=O.[Na+].[Na+].P(C1CCCCC1)(C1CCCCC1)C1CCCCC1.[H+].[B-](F)(F)(F)F.C(O)(C(C)(C)C)=O. (5) Given the product [CH:21]1([C:13]2[CH:12]=[C:11]([C:9](=[O:10])[C:8]([C:4]3[CH:5]=[CH:6][CH:7]=[C:2]([CH:25]4[CH2:27][CH2:26]4)[CH:3]=3)=[O:24])[CH:16]=[CH:15][C:14]=2[O:17][CH:18]([F:20])[F:19])[CH2:23][CH2:22]1, predict the reactants needed to synthesize it. The reactants are: Br[C:2]1[CH:3]=[C:4]([C:8](=[O:24])[C:9]([C:11]2[CH:16]=[CH:15][C:14]([O:17][CH:18]([F:20])[F:19])=[C:13]([CH:21]3[CH2:23][CH2:22]3)[CH:12]=2)=[O:10])[CH:5]=[CH:6][CH:7]=1.[CH:25]1(B(O)O)[CH2:27][CH2:26]1.P([O-])([O-])([O-])=O.[K+].[K+].[K+]. (6) Given the product [C:1]([C:3]1[CH:8]=[CH:7][C:6]([N:9]([CH2:15][C:16]([F:18])([F:19])[F:17])[C@H:10]([C:12]([N:25]([CH3:26])[CH3:24])=[O:14])[CH3:11])=[CH:5][C:4]=1[C:20]([F:22])([F:21])[F:23])#[N:2], predict the reactants needed to synthesize it. The reactants are: [C:1]([C:3]1[CH:8]=[CH:7][C:6]([N:9]([CH2:15][C:16]([F:19])([F:18])[F:17])[C@H:10]([C:12]([OH:14])=O)[CH3:11])=[CH:5][C:4]=1[C:20]([F:23])([F:22])[F:21])#[N:2].[CH3:24][NH:25][CH3:26]. (7) The reactants are: B(O)O.Br[C:5]1[N:12]=[CH:11][CH:10]=[CH:9][C:6]=1[CH:7]=[O:8].[F:13][C:14]([F:26])([F:25])[O:15][C:16]1[CH:17]=[C:18](B(O)O)[CH:19]=[CH:20][CH:21]=1. Given the product [F:13][C:14]([F:25])([F:26])[O:15][C:16]1[CH:21]=[C:20]([C:5]2[N:12]=[CH:11][CH:10]=[CH:9][C:6]=2[CH:7]=[O:8])[CH:19]=[CH:18][CH:17]=1, predict the reactants needed to synthesize it. (8) Given the product [CH3:18][CH:17]([CH3:19])[CH2:16][CH2:15][NH:20][CH:11]1[CH2:12][CH2:13][N:8]([C:1]([O:3][C:4]([CH3:7])([CH3:6])[CH3:5])=[O:2])[CH2:9][CH2:10]1, predict the reactants needed to synthesize it. The reactants are: [C:1]([N:8]1[CH2:13][CH2:12][C:11](=O)[CH2:10][CH2:9]1)([O:3][C:4]([CH3:7])([CH3:6])[CH3:5])=[O:2].[CH2:15]([NH2:20])[CH2:16][CH:17]([CH3:19])[CH3:18].